From a dataset of Forward reaction prediction with 1.9M reactions from USPTO patents (1976-2016). Predict the product of the given reaction. (1) Given the reactants C1(P(C2C=CC=CC=2)C2C=CC3C(=CC=CC=3)C=2C2C3C(=CC=CC=3)C=CC=2P(C2C=CC=CC=2)C2C=CC=CC=2)C=CC=CC=1.CC(C)([O-])C.[Na+].[Si:53]([O:70][CH2:71][C:72]1[N:77]=[CH:76][N:75]=[C:74]([C:78]([CH:85]2[CH2:87][CH2:86]2)=[CH:79][C:80]([O:82][CH2:83][CH3:84])=[O:81])[CH:73]=1)([C:66]([CH3:69])([CH3:68])[CH3:67])([C:60]1[CH:65]=[CH:64][CH:63]=[CH:62][CH:61]=1)[C:54]1[CH:59]=[CH:58][CH:57]=[CH:56][CH:55]=1.C(O)(C)(C)C, predict the reaction product. The product is: [Si:53]([O:70][CH2:71][C:72]1[N:77]=[CH:76][N:75]=[C:74]([CH:78]([CH:85]2[CH2:87][CH2:86]2)[CH2:79][C:80]([O:82][CH2:83][CH3:84])=[O:81])[CH:73]=1)([C:66]([CH3:67])([CH3:68])[CH3:69])([C:54]1[CH:55]=[CH:56][CH:57]=[CH:58][CH:59]=1)[C:60]1[CH:61]=[CH:62][CH:63]=[CH:64][CH:65]=1. (2) Given the reactants Br[C:2]1[CH:3]=[CH:4][C:5]([O:10]COC)=[C:6]([CH:9]=1)[CH:7]=[O:8].[CH:14]1(B(O)O)[CH2:16][CH2:15]1, predict the reaction product. The product is: [CH:14]1([C:2]2[CH:3]=[CH:4][C:5]([OH:10])=[C:6]([CH:9]=2)[CH:7]=[O:8])[CH2:16][CH2:15]1. (3) Given the reactants [CH2:1]([C:8]1[CH:9]=[C:10]([NH:14][C:15]2[N:23]=[CH:22][C:21]([F:24])=[CH:20][C:16]=2[C:17]([OH:19])=O)[CH:11]=[CH:12][CH:13]=1)[C:2]1[CH:7]=[CH:6][CH:5]=[CH:4][CH:3]=1.[NH2:25][C@@H:26]1[CH2:31][CH2:30][C@H:29]([NH:32][C:33]([C:35]2[N:36]=[C:37]3[CH:42]=[CH:41][CH:40]=[CH:39][N:38]3[CH:43]=2)=[O:34])[CH2:28][CH2:27]1.C(N(CC)CC)C, predict the reaction product. The product is: [CH2:1]([C:8]1[CH:9]=[C:10]([NH:14][C:15]2[C:16]([C:17]([NH:25][C@@H:26]3[CH2:27][CH2:28][C@H:29]([NH:32][C:33]([C:35]4[N:36]=[C:37]5[CH:42]=[CH:41][CH:40]=[CH:39][N:38]5[CH:43]=4)=[O:34])[CH2:30][CH2:31]3)=[O:19])=[CH:20][C:21]([F:24])=[CH:22][N:23]=2)[CH:11]=[CH:12][CH:13]=1)[C:2]1[CH:7]=[CH:6][CH:5]=[CH:4][CH:3]=1. (4) Given the reactants [NH2:1][C:2]1[C:3]([CH2:15][NH:16][C@H:17]([CH:38]2[CH2:43][CH2:42][CH2:41][CH2:40][CH2:39]2)[CH2:18][CH2:19][C:20]([NH:22][C@H:23]([CH2:32][O:33][C:34]([CH3:37])([CH3:36])[CH3:35])[C:24]([N:26]2[CH2:31][CH2:30][O:29][CH2:28][CH2:27]2)=[O:25])=[O:21])=[CH:4][C:5]([O:8][C:9]2[CH:14]=[CH:13][CH:12]=[CH:11][CH:10]=2)=[N:6][CH:7]=1.Br[C:45]#[N:46], predict the reaction product. The product is: [NH2:46][C:45]1[N:16]([C@H:17]([CH:38]2[CH2:39][CH2:40][CH2:41][CH2:42][CH2:43]2)[CH2:18][CH2:19][C:20]([NH:22][C@H:23]([CH2:32][O:33][C:34]([CH3:37])([CH3:36])[CH3:35])[C:24]([N:26]2[CH2:31][CH2:30][O:29][CH2:28][CH2:27]2)=[O:25])=[O:21])[CH2:15][C:3]2[CH:4]=[C:5]([O:8][C:9]3[CH:14]=[CH:13][CH:12]=[CH:11][CH:10]=3)[N:6]=[CH:7][C:2]=2[N:1]=1. (5) Given the reactants Cl[C:2]1[NH:6][C:5]2[CH:7]=[C:8]([C:11]([F:14])([F:13])[F:12])[CH:9]=[CH:10][C:4]=2[N:3]=1.[NH:15]1[CH2:20][CH2:19][NH:18][CH2:17][CH2:16]1.CS(C)=O, predict the reaction product. The product is: [N:15]1([C:2]2[NH:6][C:5]3[CH:7]=[C:8]([C:11]([F:14])([F:13])[F:12])[CH:9]=[CH:10][C:4]=3[N:3]=2)[CH2:20][CH2:19][NH:18][CH2:17][CH2:16]1. (6) Given the reactants Cl.[CH3:2][O:3][C:4]1[CH:9]=[CH:8][CH:7]=[CH:6][C:5]=1[N:10]1[CH2:15][CH2:14][NH:13][CH2:12][CH2:11]1, predict the reaction product. The product is: [CH3:2][O:3][C:4]1[CH:9]=[CH:8][CH:7]=[CH:6][C:5]=1[N:10]1[CH2:15][CH2:14][NH:13][CH2:12][CH2:11]1. (7) Given the reactants [CH3:1][N:2]1[CH:6]=[C:5]([C:7]2[CH:8]=[C:9]3[C:13](=[CH:14][CH:15]=2)[NH:12][CH2:11][CH:10]3[CH2:16][C:17]#[N:18])[CH:4]=[N:3]1.Br[C:20]1[C:24]2[CH2:25][N:26]([C:29](=[O:31])[CH3:30])[CH2:27][CH2:28][C:23]=2[N:22]([CH:32]2[CH2:36][CH2:35][O:34][CH2:33]2)[N:21]=1.C1(P(C2CCCCC2)C2C=CC=CC=2C2C(OC(C)C)=CC=CC=2OC(C)C)CCCCC1.C(O[Na])(C)(C)C, predict the reaction product. The product is: [C:29]([N:26]1[CH2:27][CH2:28][C:23]2[N:22]([CH:32]3[CH2:36][CH2:35][O:34][CH2:33]3)[N:21]=[C:20]([N:12]3[C:13]4[C:9](=[CH:8][C:7]([C:5]5[CH:4]=[N:3][N:2]([CH3:1])[CH:6]=5)=[CH:15][CH:14]=4)[CH:10]([CH2:16][C:17]#[N:18])[CH2:11]3)[C:24]=2[CH2:25]1)(=[O:31])[CH3:30].